Task: Predict the product of the given reaction.. Dataset: Forward reaction prediction with 1.9M reactions from USPTO patents (1976-2016) (1) Given the reactants [C@H:1]1([NH:10][C:11]2[CH:20]=[CH:19][C:18]3[C:13](=[CH:14][CH:15]=[C:16]([NH2:21])[CH:17]=3)[N:12]=2)[C:9]2[C:4](=[CH:5][CH:6]=[CH:7][CH:8]=2)[CH2:3][CH2:2]1.C(N(CC)CC)C.[S:29]1[CH:33]=[CH:32][CH:31]=[C:30]1[CH2:34][C:35](Cl)=[O:36], predict the reaction product. The product is: [C@H:1]1([NH:10][C:11]2[CH:20]=[CH:19][C:18]3[C:13](=[CH:14][CH:15]=[C:16]([NH:21][C:35](=[O:36])[CH2:34][C:30]4[S:29][CH:33]=[CH:32][CH:31]=4)[CH:17]=3)[N:12]=2)[C:9]2[C:4](=[CH:5][CH:6]=[CH:7][CH:8]=2)[CH2:3][CH2:2]1. (2) Given the reactants [CH3:1][O:2][C:3]1[CH:15]=[C:14]([O:16][CH3:17])[CH:13]=[C:12]2[C:4]=1[C@@:5]1([CH3:26])[C@H:10]([CH2:11]2)[C@@:9]2([CH3:25])[CH2:18][CH2:19][C@H:20]([OH:24])[C:21]([CH3:23])([CH3:22])[C@@H:8]2[CH2:7][CH2:6]1.N1C=CC=CC=1.CN(C1C=CC=CN=1)C.[CH3:42][O:43][C@:44]([C:54]([F:57])([F:56])[F:55])([C:51](Cl)=[O:52])[C:45]1[CH:50]=[CH:49][CH:48]=[CH:47][CH:46]=1, predict the reaction product. The product is: [F:55][C:54]([F:56])([F:57])[C@:44]([O:43][CH3:42])([C:45]1[CH:50]=[CH:49][CH:48]=[CH:47][CH:46]=1)[C:51]([O:24][C@H:20]1[CH2:19][CH2:18][C@:9]2([CH3:25])[C@@H:10]3[C@@:5]([CH3:26])([CH2:6][CH2:7][C@H:8]2[C:21]1([CH3:22])[CH3:23])[C:4]1[C:12](=[CH:13][C:14]([O:16][CH3:17])=[CH:15][C:3]=1[O:2][CH3:1])[CH2:11]3)=[O:52]. (3) Given the reactants [F:1][C:2]([F:25])([F:24])[C:3]1[CH:23]=[CH:22][C:6]([CH2:7][O:8][N:9]=[C:10]([C:12]2[CH:21]=[CH:20][C:15]([O:16][CH2:17][C:18]#[N:19])=[CH:14][CH:13]=2)[CH3:11])=[CH:5][CH:4]=1.[N-:26]=[N+:27]=[N-:28].[Na+].[Cl-].[NH4+].O, predict the reaction product. The product is: [F:1][C:2]([F:24])([F:25])[C:3]1[CH:4]=[CH:5][C:6]([CH2:7][O:8][N:9]=[C:10]([C:12]2[CH:21]=[CH:20][C:15]([O:16][CH2:17][C:18]3[NH:28][N:27]=[N:26][N:19]=3)=[CH:14][CH:13]=2)[CH3:11])=[CH:22][CH:23]=1. (4) Given the reactants C([O:3][C:4](=[O:20])[CH2:5][C:6]1[CH:11]=[CH:10][C:9]([NH:12][C:13]([O:15][C:16]([CH3:19])([CH3:18])[CH3:17])=[O:14])=[CH:8][CH:7]=1)C.[OH-].[Na+], predict the reaction product. The product is: [C:16]([O:15][C:13]([NH:12][C:9]1[CH:8]=[CH:7][C:6]([CH2:5][C:4]([OH:20])=[O:3])=[CH:11][CH:10]=1)=[O:14])([CH3:19])([CH3:17])[CH3:18].